Task: Predict the reactants needed to synthesize the given product.. Dataset: Full USPTO retrosynthesis dataset with 1.9M reactions from patents (1976-2016) (1) Given the product [C:1]([O:5][C:6](=[O:13])[NH:7][CH:8]1[CH2:11][CH:10]([O:12][C:22]2[C:21]([Br:20])=[CH:26][N:25]=[C:24]([Cl:27])[N:23]=2)[CH2:9]1)([CH3:4])([CH3:2])[CH3:3], predict the reactants needed to synthesize it. The reactants are: [C:1]([O:5][C:6](=[O:13])[NH:7][CH:8]1[CH2:11][CH:10]([OH:12])[CH2:9]1)([CH3:4])([CH3:3])[CH3:2].C([O-])([O-])=O.[Cs+].[Cs+].[Br:20][C:21]1[C:22](Cl)=[N:23][C:24]([Cl:27])=[N:25][CH:26]=1. (2) Given the product [CH2:3]([N:1]([CH2:5][CH2:4][CH3:9])[C@H:2]1[CH2:10][C:9]2[C:4](=[CH:5][C:6]([O:11][CH2:12][CH3:13])=[CH:7][CH:8]=2)[C@@H:3]1[OH:14])[CH2:2][CH3:10], predict the reactants needed to synthesize it. The reactants are: [NH2:1][C@H:2]1[CH2:10][C:9]2[C:4](=[CH:5][C:6]([O:11][CH2:12][CH3:13])=[CH:7][CH:8]=2)[C@@H:3]1[OH:14].[O-]P([O-])([O-])=O.[Na+].[Na+].[Na+]. (3) Given the product [NH2:2][C:3]1[C:4]([C:8]([NH:15][C:14]2[CH:16]=[CH:17][C:18]([F:19])=[C:12]([Br:11])[CH:13]=2)=[O:10])=[N:5][S:6][CH:7]=1, predict the reactants needed to synthesize it. The reactants are: Cl.[NH2:2][C:3]1[C:4]([C:8]([OH:10])=O)=[N:5][S:6][CH:7]=1.[Br:11][C:12]1[CH:13]=[C:14]([CH:16]=[CH:17][C:18]=1[F:19])[NH2:15].